From a dataset of Catalyst prediction with 721,799 reactions and 888 catalyst types from USPTO. Predict which catalyst facilitates the given reaction. Reactant: [CH2:1]([OH:23])[C@H:2]1[O:7][C@H:6]([O:8][C@H]2O[C@H](CO)[C@@H](O)[C@H](O)[C@H]2O)[C@H:5]([OH:20])[C@@H:4]([OH:21])[C@@H:3]1[OH:22].O.OCC(CO)O. Product: [CH2:6]([OH:8])[C@H:5]([C@H:4]([C@@H:3]([C@@H:2]([CH2:1][OH:23])[OH:7])[OH:22])[OH:21])[OH:20].[OH:8][CH2:6][C@@H:5]([C@H:4]([C@@H:3]([C@@H:2]([CH2:1][OH:23])[OH:7])[OH:22])[OH:21])[OH:20]. The catalyst class is: 16.